This data is from NCI-60 drug combinations with 297,098 pairs across 59 cell lines. The task is: Regression. Given two drug SMILES strings and cell line genomic features, predict the synergy score measuring deviation from expected non-interaction effect. (1) Drug 1: C1=CC(=CC=C1CC(C(=O)O)N)N(CCCl)CCCl.Cl. Drug 2: CC1=C2C(C(=O)C3(C(CC4C(C3C(C(C2(C)C)(CC1OC(=O)C(C(C5=CC=CC=C5)NC(=O)OC(C)(C)C)O)O)OC(=O)C6=CC=CC=C6)(CO4)OC(=O)C)O)C)O. Cell line: OVCAR3. Synergy scores: CSS=55.0, Synergy_ZIP=-1.55, Synergy_Bliss=-2.82, Synergy_Loewe=-28.2, Synergy_HSA=-1.58. (2) Drug 1: CC1=C(N=C(N=C1N)C(CC(=O)N)NCC(C(=O)N)N)C(=O)NC(C(C2=CN=CN2)OC3C(C(C(C(O3)CO)O)O)OC4C(C(C(C(O4)CO)O)OC(=O)N)O)C(=O)NC(C)C(C(C)C(=O)NC(C(C)O)C(=O)NCCC5=NC(=CS5)C6=NC(=CS6)C(=O)NCCC[S+](C)C)O. Drug 2: CC1CCCC2(C(O2)CC(NC(=O)CC(C(C(=O)C(C1O)C)(C)C)O)C(=CC3=CSC(=N3)C)C)C. Cell line: SNB-75. Synergy scores: CSS=34.3, Synergy_ZIP=-5.43, Synergy_Bliss=-6.56, Synergy_Loewe=-3.06, Synergy_HSA=-2.68. (3) Drug 1: CNC(=O)C1=CC=CC=C1SC2=CC3=C(C=C2)C(=NN3)C=CC4=CC=CC=N4. Drug 2: CC1=CC=C(C=C1)C2=CC(=NN2C3=CC=C(C=C3)S(=O)(=O)N)C(F)(F)F. Cell line: IGROV1. Synergy scores: CSS=7.26, Synergy_ZIP=5.06, Synergy_Bliss=3.53, Synergy_Loewe=3.55, Synergy_HSA=3.65. (4) Drug 2: C1=NC2=C(N1)C(=S)N=CN2. Cell line: SK-MEL-28. Synergy scores: CSS=12.8, Synergy_ZIP=-4.28, Synergy_Bliss=-3.63, Synergy_Loewe=-0.166, Synergy_HSA=-1.62. Drug 1: CC(C)(C#N)C1=CC(=CC(=C1)CN2C=NC=N2)C(C)(C)C#N. (5) Drug 1: CCC1=CC2CC(C3=C(CN(C2)C1)C4=CC=CC=C4N3)(C5=C(C=C6C(=C5)C78CCN9C7C(C=CC9)(C(C(C8N6C)(C(=O)OC)O)OC(=O)C)CC)OC)C(=O)OC.C(C(C(=O)O)O)(C(=O)O)O. Drug 2: CC12CCC3C(C1CCC2OP(=O)(O)O)CCC4=C3C=CC(=C4)OC(=O)N(CCCl)CCCl.[Na+]. Cell line: NCI-H522. Synergy scores: CSS=57.1, Synergy_ZIP=-6.45, Synergy_Bliss=-7.76, Synergy_Loewe=-29.3, Synergy_HSA=-5.59. (6) Drug 1: C#CCC(CC1=CN=C2C(=N1)C(=NC(=N2)N)N)C3=CC=C(C=C3)C(=O)NC(CCC(=O)O)C(=O)O. Drug 2: C1CC(=O)NC(=O)C1N2C(=O)C3=CC=CC=C3C2=O. Cell line: M14. Synergy scores: CSS=-10.6, Synergy_ZIP=8.98, Synergy_Bliss=6.22, Synergy_Loewe=-7.06, Synergy_HSA=-6.11. (7) Drug 1: CC(C1=C(C=CC(=C1Cl)F)Cl)OC2=C(N=CC(=C2)C3=CN(N=C3)C4CCNCC4)N. Drug 2: C1=CC(=C2C(=C1NCCNCCO)C(=O)C3=C(C=CC(=C3C2=O)O)O)NCCNCCO. Cell line: HL-60(TB). Synergy scores: CSS=85.6, Synergy_ZIP=6.63, Synergy_Bliss=6.85, Synergy_Loewe=-4.30, Synergy_HSA=6.41.